Dataset: Full USPTO retrosynthesis dataset with 1.9M reactions from patents (1976-2016). Task: Predict the reactants needed to synthesize the given product. Given the product [OH:9][C:10]1[CH:15]=[CH:14][C:13]([C:16](=[O:18])/[CH:17]=[CH:7]/[C:6]2[S:5][CH:4]=[N:3][C:2]=2[CH3:1])=[CH:12][C:11]=1[CH3:19], predict the reactants needed to synthesize it. The reactants are: [CH3:1][C:2]1[N:3]=[CH:4][S:5][C:6]=1[CH:7]=O.[OH:9][C:10]1[CH:15]=[CH:14][C:13]([C:16](=[O:18])[CH3:17])=[CH:12][C:11]=1[CH3:19].[OH-].[Na+].Cl.